From a dataset of Forward reaction prediction with 1.9M reactions from USPTO patents (1976-2016). Predict the product of the given reaction. (1) Given the reactants COC1C=C(OC)C=CC=1C[N:6]([C:33]1[CH:38]=[CH:37][N:36]=[CH:35][N:34]=1)[S:7]([C:10]1[CH:15]=[C:14]([CH3:16])[C:13]([O:17][C@@H:18]2[CH2:23][CH2:22][CH2:21][CH2:20][C@H:19]2[C:24]2[CH:25]=[N:26][N:27](COC)[CH:28]=2)=[CH:12][C:11]=1[F:32])(=[O:9])=[O:8].C([SiH](CC)CC)C.FC(F)(F)C(O)=O.Cl, predict the reaction product. The product is: [F:32][C:11]1[CH:12]=[C:13]([O:17][C@@H:18]2[CH2:23][CH2:22][CH2:21][CH2:20][C@H:19]2[C:24]2[CH:25]=[N:26][NH:27][CH:28]=2)[C:14]([CH3:16])=[CH:15][C:10]=1[S:7]([NH:6][C:33]1[CH:38]=[CH:37][N:36]=[CH:35][N:34]=1)(=[O:8])=[O:9]. (2) Given the reactants [CH3:1][O:2][C:3](=[O:36])[C:4]1[CH:9]=[CH:8][C:7]([C:10]([C:17]2[N:25](S(C3C=CC=CC=3)(=O)=O)[C:20]3=[N:21][CH:22]=[CH:23][CH:24]=[C:19]3[CH:18]=2)=[CH:11][CH:12]2[CH2:16][CH2:15][CH2:14][CH2:13]2)=[C:6]([F:35])[CH:5]=1.[F-].C([N+](CCCC)(CCCC)CCCC)CCC, predict the reaction product. The product is: [CH3:1][O:2][C:3](=[O:36])[C:4]1[CH:9]=[CH:8][C:7]([C:10]([C:17]2[NH:25][C:20]3=[N:21][CH:22]=[CH:23][CH:24]=[C:19]3[CH:18]=2)=[CH:11][CH:12]2[CH2:16][CH2:15][CH2:14][CH2:13]2)=[C:6]([F:35])[CH:5]=1. (3) Given the reactants O=P12OP3(OP(OP(O3)(O1)=O)(=O)O2)=O.[CH3:15][O:16][CH2:17][O:18][CH3:19].O[CH2:21][CH2:22][CH2:23][C:24]([C:26]1[CH:31]=[CH:30]C=[CH:28][CH:27]=1)=[O:25], predict the reaction product. The product is: [CH3:15][O:16][CH2:17][O:18][C:19]1[CH:30]=[CH:31][C:26]([C:24](=[O:25])[CH2:23][CH2:22][CH3:21])=[CH:27][CH:28]=1. (4) Given the reactants [CH3:1][O:2][C:3]1[CH:8]=[CH:7][C:6](/[CH:9]=[CH:10]/[C:11]([OH:13])=[O:12])=[CH:5][CH:4]=1.[C:14]1(C)C=CC([C@@H]2C[C@H]2C(O)=O)=CC=1, predict the reaction product. The product is: [CH3:1][O:2][C:3]1[CH:4]=[CH:5][C:6]([C@@H:9]2[CH2:14][C@H:10]2[C:11]([OH:13])=[O:12])=[CH:7][CH:8]=1. (5) Given the reactants [NH2:1][C:2]1[CH:3]=[CH:4][C:5]([N+:12]([O-:14])=[O:13])=[C:6]([NH:8]C(=O)C)[CH:7]=1.ClC1C=CC([N+]([O-])=O)=C(C=1)N.[CH3:26][O:27][CH:28]1[CH:32]([CH2:33]OC)[CH2:31][CH:30](OC)O1, predict the reaction product. The product is: [CH3:26][O:27][CH2:28][C:32]1[CH:31]=[CH:30][N:1]([C:2]2[CH:3]=[CH:4][C:5]([N+:12]([O-:14])=[O:13])=[C:6]([NH2:8])[CH:7]=2)[CH:33]=1. (6) Given the reactants Cl.[Cl:2][C:3]1[CH:21]=[CH:20][CH:19]=[CH:18][C:4]=1[CH:5]([O:13][CH:14]1[CH2:17][NH:16][CH2:15]1)[C:6]1[CH:11]=[CH:10][CH:9]=[CH:8][C:7]=1[Cl:12].[N-]=C=O.ClC1C=CC=CC=1C(O[CH:37]1[CH2:40][N:39]([C:41](NC(C)(C)C)=[O:42])[CH2:38]1)C1C=CC=CC=1Cl, predict the reaction product. The product is: [Cl:12][C:7]1[CH:8]=[CH:9][CH:10]=[CH:11][C:6]=1[CH:5]([O:13][CH:14]1[CH2:17][N:16]([C:41]([NH:39][CH2:38][CH2:37][CH3:40])=[O:42])[CH2:15]1)[C:4]1[CH:18]=[CH:19][CH:20]=[CH:21][C:3]=1[Cl:2]. (7) The product is: [C:1]12([CH2:11][NH:12][C:13]([C:15]3[C:20]([Cl:21])=[CH:19][N:18]=[C:17]([CH2:22][CH2:23][CH2:24][N:25]([CH2:33][CH2:34][CH2:35][O:36][CH:37]4[CH2:42][CH2:41][CH2:40][CH2:39][O:38]4)[C:26](=[O:32])[O:27][C:28]([CH3:31])([CH3:30])[CH3:29])[CH:16]=3)=[O:14])[CH2:2][CH:3]3[CH2:4][CH:5]([CH2:6][CH:7]([CH2:9]3)[CH2:8]1)[CH2:10]2. Given the reactants [C:1]12([CH2:11][NH:12][C:13]([C:15]3[C:20]([Cl:21])=[CH:19][N:18]=[C:17]([C:22]#[C:23][CH2:24][N:25]([CH2:33][CH2:34][CH2:35][O:36][CH:37]4[CH2:42][CH2:41][CH2:40][CH2:39][O:38]4)[C:26](=[O:32])[O:27][C:28]([CH3:31])([CH3:30])[CH3:29])[CH:16]=3)=[O:14])[CH2:10][CH:5]3[CH2:6][CH:7]([CH2:9][CH:3]([CH2:4]3)[CH2:2]1)[CH2:8]2.[H][H], predict the reaction product.